From a dataset of NCI-60 drug combinations with 297,098 pairs across 59 cell lines. Regression. Given two drug SMILES strings and cell line genomic features, predict the synergy score measuring deviation from expected non-interaction effect. Drug 2: CC(C1=C(C=CC(=C1Cl)F)Cl)OC2=C(N=CC(=C2)C3=CN(N=C3)C4CCNCC4)N. Drug 1: C1=C(C(=O)NC(=O)N1)F. Cell line: OVCAR-4. Synergy scores: CSS=38.4, Synergy_ZIP=-1.96, Synergy_Bliss=-6.72, Synergy_Loewe=-7.87, Synergy_HSA=-7.14.